This data is from Full USPTO retrosynthesis dataset with 1.9M reactions from patents (1976-2016). The task is: Predict the reactants needed to synthesize the given product. (1) The reactants are: C(O[C:6]([CH:8]1[CH2:12][CH2:11][CH2:10][N:9]1[C:13](=[O:29])[CH:14]([NH:16][C:17](=[O:28])[C:18]1[CH:23]=[C:22]([CH3:24])[C:21]([O:25][CH3:26])=[C:20]([CH3:27])[CH:19]=1)[CH3:15])=[O:7])(C)(C)C.C(OC(=O)[NH:35][CH:36]1[CH2:40][C:39](=[O:41])[O:38][CH:37]1[O:42][CH2:43][CH2:44][C:45]1[CH:50]=[CH:49][CH:48]=[CH:47]C=1)C=C.O=C1OC(OCCC2C=CC=CC=2)C(NC(C2CCCN2C(=O)C(NC(=O)C2C=CC(N)=C(Cl)C=2)C)=O)C1. Given the product [CH2:43]([O:42][CH:37]1[CH:36]([NH:35][C:6]([CH:8]2[CH2:12][CH2:11][CH2:10][N:9]2[C:13](=[O:29])[CH:14]([NH:16][C:17](=[O:28])[C:18]2[CH:23]=[C:22]([CH3:24])[C:21]([O:25][CH3:26])=[C:20]([CH3:27])[CH:19]=2)[CH3:15])=[O:7])[CH2:40][C:39](=[O:41])[O:38]1)[C:44]1[CH:45]=[CH:50][CH:49]=[CH:48][CH:47]=1, predict the reactants needed to synthesize it. (2) Given the product [C:1]([C:3]1[CH:31]=[CH:30][CH:29]=[CH:28][C:4]=1[CH2:5][N:6]1[CH:10]=[C:9]([C:11]2[CH:16]=[CH:15][N:14]=[C:13]([O:37][CH:36]([CH3:38])[CH3:35])[N:12]=2)[N:8]([C:20]2[CH:25]=[CH:24][C:23]([F:26])=[CH:22][CH:21]=2)[C:7]1=[O:27])#[N:2], predict the reactants needed to synthesize it. The reactants are: [C:1]([C:3]1[CH:31]=[CH:30][CH:29]=[CH:28][C:4]=1[CH2:5][N:6]1[CH:10]=[C:9]([C:11]2[CH:16]=[CH:15][N:14]=[C:13](S(C)=O)[N:12]=2)[N:8]([C:20]2[CH:25]=[CH:24][C:23]([F:26])=[CH:22][CH:21]=2)[C:7]1=[O:27])#[N:2].[H-].[Na+].C(O)(=O)[CH2:35][C:36](CC(O)=O)([C:38](O)=O)[OH:37]. (3) Given the product [NH2:8][C:5]1[CH:6]=[CH:7][C:2]([CH3:1])=[C:3]([S:11]([NH2:14])(=[O:12])=[O:13])[CH:4]=1, predict the reactants needed to synthesize it. The reactants are: [CH3:1][C:2]1[CH:7]=[CH:6][C:5]([N+:8]([O-])=O)=[CH:4][C:3]=1[S:11]([NH2:14])(=[O:13])=[O:12].[Sn](Cl)Cl.